Dataset: Full USPTO retrosynthesis dataset with 1.9M reactions from patents (1976-2016). Task: Predict the reactants needed to synthesize the given product. (1) Given the product [CH3:1][C:2]1[C:10]2[C:5](=[CH:6][CH:7]=[C:8]([CH:11]3[C:15]([C:16]#[N:17])=[C:14]([C:18]([F:21])([F:20])[F:19])[NH:13][C:14]([C:18]([F:21])([F:20])[F:19])=[C:15]3[C:16]#[N:17])[CH:9]=2)[NH:4][N:3]=1, predict the reactants needed to synthesize it. The reactants are: [CH3:1][C:2]1[C:10]2[C:5](=[CH:6][CH:7]=[C:8]([CH:11]=O)[CH:9]=2)[NH:4][N:3]=1.[NH2:13][C:14]([C:18]([F:21])([F:20])[F:19])=[CH:15][C:16]#[N:17]. (2) Given the product [F:1][C:2]1[CH:7]=[CH:6][C:5]([N:8]2[C:13]([CH3:14])=[CH:12][CH:11]=[C:10]([C:15]([OH:21])=[O:19])[C:9]2=[O:17])=[CH:4][C:3]=1[CH3:18], predict the reactants needed to synthesize it. The reactants are: [F:1][C:2]1[CH:7]=[CH:6][C:5]([N:8]2[C:13]([CH3:14])=[CH:12][CH:11]=[C:10]([C:15]#N)[C:9]2=[O:17])=[CH:4][C:3]=1[CH3:18].[OH2:19].S(=O)(=O)(O)[OH:21]. (3) The reactants are: ClC(O[C:6](=[O:12])OC(Cl)(Cl)Cl)(Cl)Cl.Cl.[CH2:14]1[C@H:18]2[CH2:19][CH2:20][N:21]([C:24](=[O:38])/[CH:25]=[CH:26]/[C:27]3[CH:32]=[CH:31][C:30]([O:33][C:34]([F:37])([F:36])[F:35])=[CH:29][CH:28]=3)[CH2:22][CH2:23][C@H:17]2[CH2:16][NH:15]1.Cl.[NH:40]1[CH:44]=[C:43]([CH2:45][NH2:46])[N:42]=[N:41]1.C(N(CC)CC)C. Given the product [NH:42]1[C:43]([CH2:45][NH:46][C:6]([N:15]2[CH2:16][C@H:17]3[C@H:18]([CH2:19][CH2:20][N:21]([C:24](=[O:38])/[CH:25]=[CH:26]/[C:27]4[CH:32]=[CH:31][C:30]([O:33][C:34]([F:35])([F:36])[F:37])=[CH:29][CH:28]=4)[CH2:22][CH2:23]3)[CH2:14]2)=[O:12])=[CH:44][N:40]=[N:41]1, predict the reactants needed to synthesize it.